This data is from Forward reaction prediction with 1.9M reactions from USPTO patents (1976-2016). The task is: Predict the product of the given reaction. (1) The product is: [Cl-:27].[Cl-:1].[CH3:22][N+:19]1[CH:20]=[CH:21][C:16]([NH:15][C:14]2[CH:23]=[CH:24][C:11]([NH:10][C:8](=[O:9])[C:7]3[CH:25]=[CH:26][C:4]([NH:3][C:28]4[C:37]5[C:32](=[CH:33][C:34]([N+:38]([O-:40])=[O:39])=[CH:35][CH:36]=5)[N:31]=[CH:30][CH:29]=4)=[CH:5][CH:6]=3)=[CH:12][CH:13]=2)=[CH:17][CH:18]=1.[CH3:22][N+:19]1[CH:20]=[CH:21][C:16]([NH:15][C:14]2[CH:23]=[CH:24][C:11]([NH:10][C:8](=[O:9])[C:7]3[CH:25]=[CH:26][C:4]([NH:3][C:28]4[C:37]5[C:32](=[CH:33][C:34]([N+:38]([O-:40])=[O:39])=[CH:35][CH:36]=5)[N:31]=[CH:30][CH:29]=4)=[CH:5][CH:6]=3)=[CH:12][CH:13]=2)=[CH:17][CH:18]=1. Given the reactants [Cl-:1].[Cl-].[NH3+:3][C:4]1[CH:26]=[CH:25][C:7]([C:8]([NH:10][C:11]2[CH:24]=[CH:23][C:14]([NH:15][C:16]3[CH:21]=[CH:20][N+:19]([CH3:22])=[CH:18][CH:17]=3)=[CH:13][CH:12]=2)=[O:9])=[CH:6][CH:5]=1.[Cl:27][C:28]1[C:37]2[C:32](=[CH:33][C:34]([N+:38]([O-:40])=[O:39])=[CH:35][CH:36]=2)[N:31]=[CH:30][CH:29]=1.Cl, predict the reaction product. (2) Given the reactants [C:1]([C:4]1[C:5]([NH:13][C:14]([C:16]2[C:20]3[CH:21]=[CH:22][CH:23]=[CH:24][C:19]=3[O:18][CH:17]=2)=O)=[CH:6][C:7]2[O:11][CH2:10][O:9][C:8]=2[CH:12]=1)(=[O:3])[CH3:2].CC(C)([O-])C.[K+].[Cl-].[NH4+].[K+].[Br-], predict the reaction product. The product is: [O:18]1[CH:17]=[C:16]([C:14]2[CH2:2][C:1](=[O:3])[C:4]3[C:5](=[CH:6][C:7]4[O:11][CH2:10][O:9][C:8]=4[CH:12]=3)[N:13]=2)[C:20]2[CH:21]=[CH:22][CH:23]=[CH:24][C:19]1=2. (3) Given the reactants [Cl:1][C:2]1[N:3]=[C:4]([C:17]2[CH2:18][CH2:19][NH:20][CH2:21][CH:22]=2)[NH:5][C:6]=1[C:7]1[CH:12]=[CH:11][C:10]([C:13]([F:16])([F:15])[F:14])=[CH:9][CH:8]=1.Cl[C:24]1[C:29]([C:30]([F:33])([F:32])[F:31])=[CH:28][CH:27]=[CH:26][N:25]=1, predict the reaction product. The product is: [Cl:1][C:2]1[N:3]=[C:4]([C:17]2[CH2:18][CH2:19][N:20]([C:24]3[C:29]([C:30]([F:33])([F:32])[F:31])=[CH:28][CH:27]=[CH:26][N:25]=3)[CH2:21][CH:22]=2)[NH:5][C:6]=1[C:7]1[CH:12]=[CH:11][C:10]([C:13]([F:14])([F:15])[F:16])=[CH:9][CH:8]=1. (4) Given the reactants [NH2:1][CH:2]([C:10]1[C:11]([O:18][CH3:19])=[N:12][CH:13]=[CH:14][C:15]=1[O:16][CH3:17])[CH2:3][CH2:4][CH2:5][C:6]([O:8]C)=O.[C:20]1([C:26]2[S:27][CH:28]=[C:29]([CH:31]=O)[N:30]=2)[CH:25]=[CH:24][CH:23]=[CH:22][CH:21]=1, predict the reaction product. The product is: [CH3:19][O:18][C:11]1[C:10]([CH:2]2[N:1]([CH2:31][C:29]3[N:30]=[C:26]([C:20]4[CH:21]=[CH:22][CH:23]=[CH:24][CH:25]=4)[S:27][CH:28]=3)[C:6](=[O:8])[CH2:5][CH2:4][CH2:3]2)=[C:15]([O:16][CH3:17])[CH:14]=[CH:13][N:12]=1. (5) Given the reactants [F:1][C:2]([F:34])([F:33])[C:3]1[CH:4]=[C:5]([CH:26]=[C:27]([C:29]([F:32])([F:31])[F:30])[CH:28]=1)[CH2:6][O:7][CH2:8][C@@H:9]([N:16]1[CH2:21][CH2:20][N:19]([CH2:22][C:23]([NH2:25])=O)[CH2:18][CH2:17]1)[C:10]1[CH:15]=[CH:14][CH:13]=[CH:12][CH:11]=1.CS(C)=O.C(Cl)(=O)C(Cl)=O.C(N(CC)CC)C, predict the reaction product. The product is: [F:32][C:29]([F:30])([F:31])[C:27]1[CH:26]=[C:5]([CH:4]=[C:3]([C:2]([F:1])([F:33])[F:34])[CH:28]=1)[CH2:6][O:7][CH2:8][C@@H:9]([N:16]1[CH2:17][CH2:18][N:19]([CH2:22][C:23]#[N:25])[CH2:20][CH2:21]1)[C:10]1[CH:11]=[CH:12][CH:13]=[CH:14][CH:15]=1. (6) Given the reactants [F:1][C:2]([F:13])([F:12])[C:3]1[CH:8]=[CH:7][C:6](B(O)O)=[CH:5][CH:4]=1.Br[C:15]1[O:19][C:18]([C:20](=[O:22])[CH3:21])=[CH:17][CH:16]=1, predict the reaction product. The product is: [F:1][C:2]([F:13])([F:12])[C:3]1[CH:8]=[CH:7][C:6]([C:15]2[O:19][C:18]([C:20](=[O:22])[CH3:21])=[CH:17][CH:16]=2)=[CH:5][CH:4]=1.